This data is from Forward reaction prediction with 1.9M reactions from USPTO patents (1976-2016). The task is: Predict the product of the given reaction. (1) Given the reactants [Br:1][C:2]1[CH:3]=[C:4]([CH:8]=[CH:9][CH:10]=1)[C:5](Cl)=[O:6].[Cl-].[Al+3].[Cl-].[Cl-], predict the reaction product. The product is: [Br:1][C:2]1[CH:3]=[C:4]([C:5]([C:2]2[CH:3]=[CH:4][CH:8]=[CH:9][CH:10]=2)=[O:6])[CH:8]=[CH:9][CH:10]=1. (2) Given the reactants [CH3:1][O:2][C:3]1[CH:30]=[C:29]([O:31][CH3:32])[CH:28]=[CH:27][C:4]=1[CH2:5][N:6]1[C:14](=O)[C:13]2[C:8](=[CH:9][CH:10]=[CH:11][C:12]=2[O:16][CH2:17][CH2:18][CH2:19][N:20]2[CH2:25][CH2:24][O:23][CH2:22][CH2:21]2)[C:7]1=O.[H-].[Al+3].[Li+].[H-].[H-].[H-].C1COCC1, predict the reaction product. The product is: [CH3:1][O:2][C:3]1[CH:30]=[C:29]([O:31][CH3:32])[CH:28]=[CH:27][C:4]=1[CH2:5][N:6]1[CH2:14][C:13]2[C:8](=[CH:9][CH:10]=[CH:11][C:12]=2[O:16][CH2:17][CH2:18][CH2:19][N:20]2[CH2:25][CH2:24][O:23][CH2:22][CH2:21]2)[CH2:7]1.